From a dataset of Reaction yield outcomes from USPTO patents with 853,638 reactions. Predict the reaction yield, written as a fraction of the theoretical maximum amount of product (1.0 means a 100% yield; for example, 0.34 means a 34% yield). (1) The reactants are [NH2:1][CH:2]1[CH2:7][CH2:6][N:5]([C:8]([O:10][CH2:11][CH3:12])=[O:9])[CH2:4][CH2:3]1.Br[C:14]1[CH:19]=[CH:18][N:17]=[CH:16][CH:15]=1.CC(C)([O-])C.[Na+].C1(P(C2C=CC=CC=2)C2C=CC3C(=CC=CC=3)C=2C2C3C(=CC=CC=3)C=CC=2P(C2C=CC=CC=2)C2C=CC=CC=2)C=CC=CC=1. The catalyst is C1(C)C=CC=CC=1.C([O-])(=O)C.[Pd+2].C([O-])(=O)C. The product is [N:17]1[CH:18]=[CH:19][C:14]([NH:1][CH:2]2[CH2:3][CH2:4][N:5]([C:8]([O:10][CH2:11][CH3:12])=[O:9])[CH2:6][CH2:7]2)=[CH:15][CH:16]=1. The yield is 0.410. (2) The reactants are [CH2:1]([NH:8][C@H:9]([CH2:17][OH:18])[CH2:10][C:11]1[CH:16]=[CH:15][CH:14]=[CH:13][CH:12]=1)[C:2]1[CH:7]=[CH:6][CH:5]=[CH:4][CH:3]=1.CO.[C:21](O[C:21]([O:23][C:24]([CH3:27])([CH3:26])[CH3:25])=[O:22])([O:23][C:24]([CH3:27])([CH3:26])[CH3:25])=[O:22]. The catalyst is C(N(CC)CC)C. The product is [C:24]([O:23][C:21]([N:8]([CH2:1][C:2]1[CH:7]=[CH:6][CH:5]=[CH:4][CH:3]=1)[C@H:9]([CH2:17][OH:18])[CH2:10][C:11]1[CH:16]=[CH:15][CH:14]=[CH:13][CH:12]=1)=[O:22])([CH3:27])([CH3:26])[CH3:25]. The yield is 0.970. (3) The reactants are C[O:2][C:3]1[CH:4]=[CH:5][C:6]2[C:7]([CH3:24])([CH3:23])[C:8]3[C:13]([N:14]([C:17]4[CH:22]=[CH:21][CH:20]=[CH:19][N:18]=4)[C:15]=2[CH:16]=1)=[CH:12][CH:11]=[CH:10][CH:9]=3.Br.C(=O)([O-])[O-].[Na+].[Na+]. The yield is 0.950. The catalyst is C(O)(=O)C. The product is [CH3:23][C:7]1([CH3:24])[C:6]2[CH:5]=[CH:4][C:3]([OH:2])=[CH:16][C:15]=2[N:14]([C:17]2[CH:22]=[CH:21][CH:20]=[CH:19][N:18]=2)[C:13]2[C:8]1=[CH:9][CH:10]=[CH:11][CH:12]=2.